This data is from Peptide-MHC class I binding affinity with 185,985 pairs from IEDB/IMGT. The task is: Regression. Given a peptide amino acid sequence and an MHC pseudo amino acid sequence, predict their binding affinity value. This is MHC class I binding data. The peptide sequence is NSGPDDQIGY. The MHC is HLA-A24:02 with pseudo-sequence HLA-A24:02. The binding affinity (normalized) is 0.0366.